Dataset: Forward reaction prediction with 1.9M reactions from USPTO patents (1976-2016). Task: Predict the product of the given reaction. Given the reactants F[C:2]1[CH:3]=[CH:4][C:5]([C@H:8]([NH:10][C:11](=[O:13])[CH3:12])[CH3:9])=[N:6][CH:7]=1, predict the reaction product. The product is: [N:6]1[CH:7]=[CH:2][CH:3]=[CH:4][C:5]=1[C@H:8]([NH:10][C:11](=[O:13])[CH3:12])[CH3:9].